From a dataset of Retrosynthesis with 50K atom-mapped reactions and 10 reaction types from USPTO. Predict the reactants needed to synthesize the given product. Given the product O=C(c1ccc(F)cc1)C1CCN(CC(=O)N(Cc2nc3c(c(=O)[nH]2)COCC3)Cc2ccc(F)cc2F)CC1, predict the reactants needed to synthesize it. The reactants are: O=C(O)CN1CCC(C(=O)c2ccc(F)cc2)CC1.O=c1[nH]c(CNCc2ccc(F)cc2F)nc2c1COCC2.